Dataset: Full USPTO retrosynthesis dataset with 1.9M reactions from patents (1976-2016). Task: Predict the reactants needed to synthesize the given product. Given the product [Cl:1][C:2]1[CH:23]=[CH:22][C:21]([NH2:24])=[CH:20][C:3]=1[O:4][CH2:5][CH2:6][CH2:7][N:8]1[CH2:9][CH2:10][N:11]([C:14]2[CH:15]=[CH:16][CH:17]=[CH:18][CH:19]=2)[CH2:12][CH2:13]1, predict the reactants needed to synthesize it. The reactants are: [Cl:1][C:2]1[CH:23]=[CH:22][C:21]([N+:24]([O-])=O)=[CH:20][C:3]=1[O:4][CH2:5][CH2:6][CH2:7][N:8]1[CH2:13][CH2:12][N:11]([C:14]2[CH:19]=[CH:18][CH:17]=[CH:16][CH:15]=2)[CH2:10][CH2:9]1.BrC1C=CC(N)=CC=1OCCOC1C=CC=CC=1.